This data is from Reaction yield outcomes from USPTO patents with 853,638 reactions. The task is: Predict the reaction yield, written as a fraction of the theoretical maximum amount of product (1.0 means a 100% yield; for example, 0.34 means a 34% yield). (1) The reactants are [NH2:1][C:2]1[CH:6]=[C:5]([C:7]2[CH:12]=[CH:11][C:10]([Cl:13])=[CH:9][CH:8]=2)[S:4][C:3]=1[C:14]([O:16][CH3:17])=[O:15].CO[CH:20](OC)[N:21]([CH3:23])[CH3:22]. The catalyst is C(O)C. The product is [Cl:13][C:10]1[CH:9]=[CH:8][C:7]([C:5]2[S:4][C:3]([C:14]([O:16][CH3:17])=[O:15])=[C:2](/[N:1]=[CH:20]/[N:21]([CH3:23])[CH3:22])[CH:6]=2)=[CH:12][CH:11]=1. The yield is 0.989. (2) The reactants are [NH2:1][C:2]1[CH:7]=[CH:6][CH:5]=[CH:4][C:3]=1[S:8]([NH2:11])(=[O:10])=[O:9].[Cl:12][C:13]1[N:18]=[C:17](Cl)[CH:16]=[CH:15][N:14]=1.Cl.C(=O)(O)[O-].[Na+]. The catalyst is C(O)(C)C.C(OCC)(=O)C.O. The product is [Cl:12][C:13]1[N:18]=[C:17]([NH:1][C:2]2[CH:7]=[CH:6][CH:5]=[CH:4][C:3]=2[S:8]([NH2:11])(=[O:9])=[O:10])[CH:16]=[CH:15][N:14]=1. The yield is 0.970. (3) The reactants are [NH2:1][C:2]1[CH:19]=[CH:18][C:5]([O:6][C:7]2[C:16]3[NH:15][C:14](=[O:17])[CH:13]=[N:12][C:11]=3[N:10]=[CH:9][CH:8]=2)=[CH:4][C:3]=1[S:20][CH3:21].[Cl:22][C:23]1[CH:28]=[CH:27][C:26]([N:29]=[C:30]=[O:31])=[CH:25][C:24]=1[C:32]([F:35])([F:34])[F:33]. No catalyst specified. The product is [Cl:22][C:23]1[CH:28]=[CH:27][C:26]([NH:29][C:30]([NH:1][C:2]2[CH:19]=[CH:18][C:5]([O:6][C:7]3[C:16]4[NH:15][C:14](=[O:17])[CH:13]=[N:12][C:11]=4[N:10]=[CH:9][CH:8]=3)=[CH:4][C:3]=2[S:20][CH3:21])=[O:31])=[CH:25][C:24]=1[C:32]([F:33])([F:34])[F:35]. The yield is 0.290.